Dataset: Forward reaction prediction with 1.9M reactions from USPTO patents (1976-2016). Task: Predict the product of the given reaction. Given the reactants S(O)(O)(=O)=O.[CH3:6][S:7][C:8](=[NH:10])[NH2:9].[CH3:6][S:7][C:8](=[NH:10])[NH2:9].[OH-].[Na+].[C:18](O[C:18]([O:20][C:21]([CH3:24])([CH3:23])[CH3:22])=[O:19])([O:20][C:21]([CH3:24])([CH3:23])[CH3:22])=[O:19], predict the reaction product. The product is: [CH3:6][S:7][C:8]([NH:9][C:18](=[O:19])[O:20][C:21]([CH3:24])([CH3:23])[CH3:22])=[NH:10].